This data is from Forward reaction prediction with 1.9M reactions from USPTO patents (1976-2016). The task is: Predict the product of the given reaction. (1) Given the reactants Cl[C:2]1[C:7]([C:8](/[C:10](=[CH:16]/[N:17]([CH3:19])C)/[C:11]([O:13][CH2:14][CH3:15])=[O:12])=[O:9])=[CH:6][CH:5]=[C:4]([Cl:20])[N:3]=1.[NH2:21][CH2:22][CH2:23]C#N, predict the reaction product. The product is: [Cl:20][C:4]1[N:3]=[C:2]2[C:7]([C:8](=[O:9])[C:10]([C:11]([O:13][CH2:14][CH3:15])=[O:12])=[CH:16][N:17]2[CH2:19][CH2:23][C:22]#[N:21])=[CH:6][CH:5]=1. (2) Given the reactants Cl[C:2]1[N:7]=[C:6]([N:8]2[CH2:13][CH2:12][N:11]([CH3:14])[CH2:10][CH2:9]2)[CH:5]=[N:4][C:3]=1[N+:15]([O-:17])=[O:16].CN1[CH2:24][CH2:23][NH:22][CH2:21][CH2:20]1.[CH3:25][CH2:26]OC(C)=O, predict the reaction product. The product is: [CH3:14][N:11]1[CH2:12][CH2:13][N:8]([C:6]2[CH:5]=[N:4][C:3]([N+:15]([O-:17])=[O:16])=[C:2]([N:22]3[CH2:23][CH2:24][CH:25]([CH3:26])[CH2:20][CH2:21]3)[N:7]=2)[CH2:9][CH2:10]1. (3) Given the reactants [C:1]([NH:4][C:5]1[S:6][CH:7]=[C:8]([C:10]([OH:12])=[O:11])[N:9]=1)(=[O:3])[CH3:2].C(N1C=CN=C1)(N1C=CN=C1)=O.O[C:26]1[CH:31]=[CH:30][C:29]([CH2:32][CH2:33][NH:34][C:35]([NH:37][NH:38][C:39]([O:41][C:42]([CH3:45])([CH3:44])[CH3:43])=[O:40])=[O:36])=[CH:28][CH:27]=1.O, predict the reaction product. The product is: [C:1]([NH:4][C:5]1[S:6][CH:7]=[C:8]([C:10]([O:12][C:26]2[CH:27]=[CH:28][C:29]([CH2:32][CH2:33][NH:34][C:35]([NH:37][NH:38][C:39]([O:41][C:42]([CH3:45])([CH3:44])[CH3:43])=[O:40])=[O:36])=[CH:30][CH:31]=2)=[O:11])[N:9]=1)(=[O:3])[CH3:2]. (4) Given the reactants [CH2:1]([O:3][C:4]1[CH:5]=[C:6]([CH:12]=[CH:13][CH:14]=1)[O:7][CH2:8][C:9](O)=[O:10])[CH3:2].C(Cl)[Cl:16].C(Cl)(=O)C(Cl)=O, predict the reaction product. The product is: [CH2:1]([O:3][C:4]1[CH:5]=[C:6]([CH:12]=[CH:13][CH:14]=1)[O:7][CH2:8][C:9]([Cl:16])=[O:10])[CH3:2]. (5) The product is: [NH2:27][C:25](=[O:26])[C:24]([CH:23]([NH:22][C:18](=[O:20])[C:17]1[CH:16]=[CH:15][CH:14]=[N:13][C:12]=1[N:9]1[CH:10]=[CH:11][C:7]([C:1]2[CH:2]=[CH:3][CH:4]=[CH:5][CH:6]=2)=[N:8]1)[CH2:29][CH2:30][CH2:31][CH3:32])=[O:28]. Given the reactants [C:1]1([C:7]2[CH:11]=[CH:10][N:9]([C:12]3[C:17]([C:18]([OH:20])=O)=[CH:16][CH:15]=[CH:14][N:13]=3)[N:8]=2)[CH:6]=[CH:5][CH:4]=[CH:3][CH:2]=1.Cl.[NH2:22][CH:23]([CH2:29][CH2:30][CH2:31][CH3:32])[CH:24]([OH:28])[C:25]([NH2:27])=[O:26], predict the reaction product. (6) Given the reactants [CH:1]1[CH:5]=[C:4]([CH:6]=[O:7])[O:3][CH:2]=1.O[N:9]=[C:10]([NH2:17])[C:11]1[CH:16]=[CH:15][CH:14]=[CH:13][CH:12]=1, predict the reaction product. The product is: [O:3]1[CH:2]=[CH:1][CH:5]=[C:4]1[CH:6]1[O:7][N:9]=[C:10]([C:11]2[CH:16]=[CH:15][CH:14]=[CH:13][CH:12]=2)[NH:17]1. (7) Given the reactants [NH2:1][C:2]1[C:11]2[N:12]=[C:13]([CH2:20][CH2:21][O:22][CH3:23])[N:14]([CH2:15][C:16]([OH:19])([CH3:18])[CH3:17])[C:10]=2[C:9]2[CH:8]=[CH:7][C:6]([OH:24])=[CH:5][C:4]=2[N:3]=1.C(=O)([O-])[O-].[Cs+].[Cs+].Br[CH2:32][CH2:33][N:34]1[CH:38]=[CH:37][CH:36]=[CH:35]1.[Cl-].[Na+], predict the reaction product. The product is: [NH2:1][C:2]1[C:11]2[N:12]=[C:13]([CH2:20][CH2:21][O:22][CH3:23])[N:14]([CH2:15][C:16]([CH3:18])([OH:19])[CH3:17])[C:10]=2[C:9]2[CH:8]=[CH:7][C:6]([O:24][CH2:32][CH2:33][N:34]3[CH:38]=[CH:37][CH:36]=[CH:35]3)=[CH:5][C:4]=2[N:3]=1. (8) Given the reactants [F:1][C:2]1[CH:3]=[C:4]([CH2:19][OH:20])[CH:5]=[CH:6][C:7]=1[O:8][C:9]1[CH:14]=[CH:13][C:12]([C:15]([F:18])([F:17])[F:16])=[CH:11][CH:10]=1.Cl[C:22]1[CH:33]=[C:26]2[N:27]([CH3:32])[C@@H:28]([CH3:31])[CH2:29][CH2:30][N:25]2[C:24](=[O:34])[N:23]=1, predict the reaction product. The product is: [F:1][C:2]1[CH:3]=[C:4]([CH:5]=[CH:6][C:7]=1[O:8][C:9]1[CH:10]=[CH:11][C:12]([C:15]([F:17])([F:18])[F:16])=[CH:13][CH:14]=1)[CH2:19][O:20][C:22]1[CH:33]=[C:26]2[N:27]([CH3:32])[C@@H:28]([CH3:31])[CH2:29][CH2:30][N:25]2[C:24](=[O:34])[N:23]=1. (9) Given the reactants Cl[C:2]1[N:7]=[C:6]([Cl:8])[N:5]=[CH:4][N:3]=1.[NH2:9][C@H:10]([CH3:19])[C:11]([NH:13][CH2:14][C:15]([F:18])([F:17])[F:16])=[O:12].C(OCC)(=O)C, predict the reaction product. The product is: [Cl:8][C:6]1[N:5]=[CH:4][N:3]=[C:2]([NH:9][C@H:10]([CH3:19])[C:11]([NH:13][CH2:14][C:15]([F:16])([F:17])[F:18])=[O:12])[N:7]=1. (10) Given the reactants [CH3:1][C:2]1[C:18]([F:19])=[C:17]([F:20])[C:5]([CH2:6][O:7][CH2:8][C:9]2[O:13][N:12]=[C:11]([C:14]([OH:16])=O)[CH:10]=2)=[C:4]([F:21])[C:3]=1[F:22].Cl.[O:24]1[CH2:28][CH2:27][CH:26]([CH2:29][NH2:30])[CH2:25]1.C(N(CC)CC)C.ON1C2C=CC=CC=2N=N1.Cl.C(N=C=NCCCN(C)C)C, predict the reaction product. The product is: [O:24]1[CH2:28][CH2:27][CH:26]([CH2:29][NH:30][C:14]([C:11]2[CH:10]=[C:9]([CH2:8][O:7][CH2:6][C:5]3[C:4]([F:21])=[C:3]([F:22])[C:2]([CH3:1])=[C:18]([F:19])[C:17]=3[F:20])[O:13][N:12]=2)=[O:16])[CH2:25]1.